This data is from Forward reaction prediction with 1.9M reactions from USPTO patents (1976-2016). The task is: Predict the product of the given reaction. (1) Given the reactants [C:1]([O:5][C:6]([N:8]1[CH2:13][CH2:12][N:11]([C:14]2[N:19]=[C:18]([C:20]3[CH:25]=[CH:24][N:23]=[CH:22][C:21]=3[Cl:26])[C:17](Br)=[CH:16][CH:15]=2)[CH2:10][CH2:9]1)=[O:7])([CH3:4])([CH3:3])[CH3:2].[F:28][C:29]([F:40])([F:39])[C:30]1[CH:35]=[CH:34][C:33](B(O)O)=[CH:32][CH:31]=1.C([O-])([O-])=O.[K+].[K+], predict the reaction product. The product is: [C:1]([O:5][C:6]([N:8]1[CH2:13][CH2:12][N:11]([C:14]2[N:19]=[C:18]([C:20]3[CH:25]=[CH:24][N:23]=[CH:22][C:21]=3[Cl:26])[C:17]([C:33]3[CH:34]=[CH:35][C:30]([C:29]([F:40])([F:39])[F:28])=[CH:31][CH:32]=3)=[CH:16][CH:15]=2)[CH2:10][CH2:9]1)=[O:7])([CH3:4])([CH3:3])[CH3:2]. (2) Given the reactants [Cl:1][C:2]1[CH:7]=[C:6]([Cl:8])[CH:5]=[CH:4][C:3]=1[C:9]1[C:10]([C:29]#[N:30])=[C:11]([C:19]2[CH:24]=[CH:23][N:22]=[C:21](S(C)(=O)=O)[N:20]=2)[S:12][C:13]=1[C:14]1[NH:18][CH:17]=[N:16][N:15]=1.O1CCCC1.[CH3:36][NH2:37], predict the reaction product. The product is: [Cl:1][C:2]1[CH:7]=[C:6]([Cl:8])[CH:5]=[CH:4][C:3]=1[C:9]1[C:10]([C:29]#[N:30])=[C:11]([C:19]2[CH:24]=[CH:23][N:22]=[C:21]([NH:37][CH3:36])[N:20]=2)[S:12][C:13]=1[C:14]1[NH:18][CH:17]=[N:16][N:15]=1. (3) Given the reactants C(OC(=O)COC1C=CC(Cl)=CC=1C#CC1C=CC=C(S(CCC)(=O)=O)C=1)(C)(C)C.[C:31]([O:35][C:36](=[O:48])[CH2:37][O:38][C:39]1[CH:44]=[CH:43][C:42]([Cl:45])=[CH:41][C:40]=1[C:46]#[CH:47])([CH3:34])([CH3:33])[CH3:32].Br[C:50]1[CH:51]=[C:52]([S:57]([N:60]([CH2:62][CH2:63][N:64]([CH3:66])[CH3:65])[CH3:61])(=[O:59])=[O:58])[CH:53]=[CH:54][C:55]=1[CH3:56], predict the reaction product. The product is: [C:31]([O:35][C:36](=[O:48])[CH2:37][O:38][C:39]1[CH:44]=[CH:43][C:42]([Cl:45])=[CH:41][C:40]=1[C:46]#[C:47][C:50]1[CH:51]=[C:52]([S:57]([N:60]([CH2:62][CH2:63][N:64]([CH3:66])[CH3:65])[CH3:61])(=[O:59])=[O:58])[CH:53]=[CH:54][C:55]=1[CH3:56])([CH3:34])([CH3:33])[CH3:32]. (4) Given the reactants O.[OH-].[Li+].C([O:6][C:7](=[O:34])[CH:8]([O:31][CH2:32][CH3:33])[CH2:9][C:10]1[CH:15]=[CH:14][CH:13]=[C:12]([O:16][CH2:17][CH2:18][CH2:19][C:20]2[CH:25]=[CH:24][C:23]([O:26][S:27]([CH3:30])(=[O:29])=[O:28])=[CH:22][CH:21]=2)[CH:11]=1)C, predict the reaction product. The product is: [CH2:32]([O:31][CH:8]([CH2:9][C:10]1[CH:15]=[CH:14][CH:13]=[C:12]([O:16][CH2:17][CH2:18][CH2:19][C:20]2[CH:21]=[CH:22][C:23]([O:26][S:27]([CH3:30])(=[O:28])=[O:29])=[CH:24][CH:25]=2)[CH:11]=1)[C:7]([OH:34])=[O:6])[CH3:33]. (5) Given the reactants [CH:1]1([CH2:4][O:5][C:6]2[CH:14]=[CH:13][C:9]3[O:10][CH2:11][O:12][C:8]=3[C:7]=2[C:15]2[C:16]3[NH:23][CH:22]=[C:21]([C:24]([NH:26][C@@H:27]([C:33]([N:35]4[CH2:40][CH2:39][CH:38]([N:41]5[N:50]=[C:49]([C:51]6[CH:56]=[CH:55][C:54]([O:57][CH3:58])=[C:53]([O:59][CH3:60])[CH:52]=6)[C@@H:48]6[C@@H:43]([CH2:44][CH2:45][CH2:46][CH2:47]6)[C:42]5=[O:61])[CH2:37][CH2:36]4)=[O:34])[CH2:28][CH2:29][C:30]([OH:32])=O)=[O:25])[C:17]=3[N:18]=[CH:19][N:20]=2)[CH2:3][CH2:2]1.[NH:62]1[CH2:66][CH2:65][CH2:64][CH2:63]1.CCOC(C(C#N)=NOC(N1CCOCC1)=[N+](C)C)=O.F[P-](F)(F)(F)(F)F.CCN(C(C)C)C(C)C, predict the reaction product. The product is: [CH:1]1([CH2:4][O:5][C:6]2[CH:14]=[CH:13][C:9]3[O:10][CH2:11][O:12][C:8]=3[C:7]=2[C:15]2[C:16]3[NH:23][CH:22]=[C:21]([C:24]([NH:26][C@H:27]([CH2:28][CH2:29][C:30](=[O:32])[N:62]4[CH2:66][CH2:65][CH2:64][CH2:63]4)[C:33]([N:35]4[CH2:40][CH2:39][CH:38]([N:41]5[N:50]=[C:49]([C:51]6[CH:56]=[CH:55][C:54]([O:57][CH3:58])=[C:53]([O:59][CH3:60])[CH:52]=6)[C@@H:48]6[C@@H:43]([CH2:44][CH2:45][CH2:46][CH2:47]6)[C:42]5=[O:61])[CH2:37][CH2:36]4)=[O:34])=[O:25])[C:17]=3[N:18]=[CH:19][N:20]=2)[CH2:3][CH2:2]1. (6) The product is: [F:12][C:13]1[CH:18]=[C:17]([N+:19]([O-:21])=[O:20])[CH:16]=[C:15]([F:22])[C:14]=1[N:6]1[CH:7]=[CH:8][C:3]([O:2][CH3:1])=[C:4]([C:10]#[N:11])[C:5]1=[O:9]. Given the reactants [CH3:1][O:2][C:3]1[CH:8]=[CH:7][NH:6][C:5](=[O:9])[C:4]=1[C:10]#[N:11].[F:12][C:13]1[CH:18]=[C:17]([N+:19]([O-:21])=[O:20])[CH:16]=[C:15]([F:22])[C:14]=1F.C(=O)([O-])[O-].[K+].[K+].C(=O)([O-])O.[Na+], predict the reaction product. (7) Given the reactants [CH3:1]C(C)([O-])C.[K+].[NH:7]1[CH:11]=[C:10]([CH:12]=[O:13])[N:9]=[C:8]1[C:14]1[N:15]=[CH:16][NH:17][CH:18]=1.[CH2:19]1[O:36][CH2:35][CH2:34]O[CH2:34][CH2:35][O:36][CH2:19][CH2:19][O:36][CH2:35][CH2:34]O[CH2:34][CH2:35][O:36][CH2:19]1.CI.[CH3:39][N:40]([CH:42]=O)[CH3:41], predict the reaction product. The product is: [CH3:11][N:7]1[C:34]([CH:35]=[O:36])=[CH:10][N:9]=[C:8]1[C:14]1[N:15]=[CH:16][N:17]([CH3:1])[CH:18]=1.[CH3:19][N:7]1[CH:11]=[C:10]([CH:12]=[O:13])[N:9]=[C:8]1[C:14]1[N:15]=[CH:42][N:40]([CH3:39])[CH:41]=1. (8) Given the reactants F[C:2]1[CH:3]=[CH:4][C:5]([N:11]2[N:15]=[CH:14][CH:13]=[N:12]2)=[C:6]([CH:10]=1)[C:7]([OH:9])=[O:8].[F:16]C1C=CC(I)=C(C=1)C(O)=O, predict the reaction product. The product is: [F:16][C:3]1[CH:2]=[CH:10][C:6]([C:7]([OH:9])=[O:8])=[C:5]([N:11]2[N:15]=[CH:14][CH:13]=[N:12]2)[CH:4]=1. (9) Given the reactants C[Si]([N-][Si](C)(C)C)(C)C.[Li+].[Cl:11][C:12]1[CH:13]=[C:14]([C@H:18]2[C@@H:23]([C:24]3[CH:29]=[CH:28][C:27]([Cl:30])=[CH:26][CH:25]=3)[N:22]([CH2:31][CH:32]3[CH2:34][CH2:33]3)C(=O)C[S:19]2)[CH:15]=[CH:16][CH:17]=1.[CH3:36]I.[CH2:38]1[CH2:42][O:41]C[CH2:39]1, predict the reaction product. The product is: [Cl:11][C:12]1[CH:13]=[C:14]([C@H:18]2[C@@H:23]([C:24]3[CH:25]=[CH:26][C:27]([Cl:30])=[CH:28][CH:29]=3)[N:22]([CH2:31][CH:32]3[CH2:33][CH2:34]3)[C:42](=[O:41])[C:38]([CH3:39])([CH3:36])[S:19]2)[CH:15]=[CH:16][CH:17]=1.